This data is from Forward reaction prediction with 1.9M reactions from USPTO patents (1976-2016). The task is: Predict the product of the given reaction. Given the reactants C[O:2][C:3]([CH:5]1[CH2:9][CH:8]([N:10]([C:18]([O:20][C:21]([CH3:24])([CH3:23])[CH3:22])=[O:19])[CH2:11][C:12]2[CH:17]=[CH:16][CH:15]=[CH:14][CH:13]=2)[CH2:7][N:6]1[CH2:25][C:26]1[CH:31]=[CH:30][CH:29]=[CH:28][CH:27]=1)=[O:4].[Li+].[OH-], predict the reaction product. The product is: [CH2:25]([N:6]1[CH2:7][CH:8]([N:10]([C:18]([O:20][C:21]([CH3:22])([CH3:23])[CH3:24])=[O:19])[CH2:11][C:12]2[CH:13]=[CH:14][CH:15]=[CH:16][CH:17]=2)[CH2:9][CH:5]1[C:3]([OH:4])=[O:2])[C:26]1[CH:31]=[CH:30][CH:29]=[CH:28][CH:27]=1.